Dataset: Catalyst prediction with 721,799 reactions and 888 catalyst types from USPTO. Task: Predict which catalyst facilitates the given reaction. (1) Reactant: [O:1]([C:8]1[N:9]=[C:10]2[C:16]([C:17](O)=[O:18])=[CH:15][N:14]([CH2:20][O:21][CH2:22][CH2:23][Si:24]([CH3:27])([CH3:26])[CH3:25])[C:11]2=[N:12][CH:13]=1)[C:2]1[CH:7]=[CH:6][CH:5]=[CH:4][CH:3]=1.CN(C)CCCN=C=NCC.[CH:39]1([NH2:45])[CH2:44][CH2:43][CH2:42][CH2:41][CH2:40]1. Product: [CH:39]1([NH:45][C:17]([C:16]2[C:10]3[C:11](=[N:12][CH:13]=[C:8]([O:1][C:2]4[CH:7]=[CH:6][CH:5]=[CH:4][CH:3]=4)[N:9]=3)[N:14]([CH2:20][O:21][CH2:22][CH2:23][Si:24]([CH3:26])([CH3:27])[CH3:25])[CH:15]=2)=[O:18])[CH2:44][CH2:43][CH2:42][CH2:41][CH2:40]1. The catalyst class is: 143. (2) Reactant: CO[CH:3](OC)[CH2:4][NH:5][C:6]1[C@H:12]([NH:13][C:14](=[O:23])[O:15][CH2:16][C:17]2[CH:22]=[CH:21][CH:20]=[CH:19][CH:18]=2)[CH2:11][CH2:10][C:9]2[CH:24]=[CH:25][CH:26]=[CH:27][C:8]=2[N:7]=1. Product: [CH:3]1[N:7]2[C:8]3[CH:27]=[CH:26][CH:25]=[CH:24][C:9]=3[CH2:10][CH2:11][C@@H:12]([NH:13][C:14](=[O:23])[O:15][CH2:16][C:17]3[CH:22]=[CH:21][CH:20]=[CH:19][CH:18]=3)[C:6]2=[N:5][CH:4]=1. The catalyst class is: 106. (3) The catalyst class is: 1. Product: [C:22]([C:3]1[C:2]([NH:7][C:8](=[O:13])[C:9]([CH3:10])([CH3:12])[CH3:11])=[N:1][CH:6]=[CH:5][CH:4]=1)(=[O:24])[CH3:23]. Reactant: [N:1]1[CH:6]=[CH:5][CH:4]=[CH:3][C:2]=1[NH:7][C:8](=[O:13])[C:9]([CH3:12])([CH3:11])[CH3:10].[Li]CCCC.CON(C)[C:22](=[O:24])[CH3:23]. (4) Reactant: [C:1]1(=[N:6][N:7]2[C:16]3[C:11](=[CH:12][CH:13]=[CH:14][CH:15]=3)[C:10]([OH:17])=[C:9]([C:18]3[NH:23][C:22]4[CH:24]=[CH:25][CH:26]=[CH:27][C:21]=4[S:20](=[O:29])(=[O:28])[N:19]=3)[C:8]2=[O:30])[CH2:5][CH2:4][CH2:3][CH2:2]1.CO.[BH4-].[Li+].Cl. Product: [CH:1]1([NH:6][N:7]2[C:16]3[C:11](=[CH:12][CH:13]=[CH:14][CH:15]=3)[C:10]([OH:17])=[C:9]([C:18]3[NH:23][C:22]4[CH:24]=[CH:25][CH:26]=[CH:27][C:21]=4[S:20](=[O:28])(=[O:29])[N:19]=3)[C:8]2=[O:30])[CH2:2][CH2:3][CH2:4][CH2:5]1. The catalyst class is: 30.